Dataset: Catalyst prediction with 721,799 reactions and 888 catalyst types from USPTO. Task: Predict which catalyst facilitates the given reaction. (1) Reactant: [C:1](=[O:4])(O)O.[F:5][C:6]1[C:11]([F:12])=[C:10]([F:13])[CH:9]=[CH:8][C:7]=1[NH:14][C:15]([NH2:17])=[NH:16].[C:18]1(C)[CH:23]=[CH:22][CH:21]=[CH:20][CH:19]=1. The catalyst class is: 6. Product: [F:5][C:6]1[C:11]([F:12])=[C:10]([F:13])[CH:9]=[CH:8][C:7]=1[NH:14][C:15]1[N:17]=[C:1]([OH:4])[C:19]2[CH2:20][CH2:21][CH2:22][CH2:23][C:18]=2[N:16]=1. (2) Reactant: [CH2:1]([O:8][C:9]1[CH:14]=[C:13]([C:15]([NH:17][CH2:18][CH3:19])=[O:16])[CH:12]=[CH:11][C:10]=1[N:20]1[C:24]([CH2:25][CH2:26][CH2:27][CH2:28][CH2:29][F:30])=[C:23]([C:31](O)=[O:32])[N:22]=[N:21]1)[C:2]1[CH:7]=[CH:6][CH:5]=[CH:4][CH:3]=1.[CH:34]1([NH2:37])[CH2:36][CH2:35]1.C1C=CC2N(O)N=NC=2C=1.CCN=C=NCCCN(C)C. Product: [CH2:1]([O:8][C:9]1[CH:14]=[C:13]([C:15]([NH:17][CH2:18][CH3:19])=[O:16])[CH:12]=[CH:11][C:10]=1[N:20]1[C:24]([CH2:25][CH2:26][CH2:27][CH2:28][CH2:29][F:30])=[C:23]([C:31]([NH:37][CH:34]2[CH2:36][CH2:35]2)=[O:32])[N:22]=[N:21]1)[C:2]1[CH:3]=[CH:4][CH:5]=[CH:6][CH:7]=1. The catalyst class is: 556. (3) Reactant: [OH:1][C:2]1[CH:10]=[C:9]([C:11]([F:14])([F:13])[F:12])[CH:8]=[CH:7][C:3]=1[C:4]([OH:6])=[O:5].[CH3:15][Si](Cl)(C)C. Product: [CH3:15][O:5][C:4](=[O:6])[C:3]1[CH:7]=[CH:8][C:9]([C:11]([F:12])([F:13])[F:14])=[CH:10][C:2]=1[OH:1]. The catalyst class is: 11.